Dataset: Experimentally validated miRNA-target interactions with 360,000+ pairs, plus equal number of negative samples. Task: Binary Classification. Given a miRNA mature sequence and a target amino acid sequence, predict their likelihood of interaction. (1) The miRNA is hsa-miR-1234-3p with sequence UCGGCCUGACCACCCACCCCAC. The protein sequence of the target gene is MESSAKRKMDPDNPDEGPSSKVPRPETPVTKATTFLQTMLRKEVNSQLSLGDPLFPELAEESLKTFEQVTEDCNENPEKDVLTELVKQIKVRVDMVRHRIKEHMLKKYTQTEEKFTGAFNMMGGCLQNALDILDKVHEPFEDMKCIGLTMQSMYENYIVPEDKREMWMACIKELHDVSKGAANKLGGALQAKARAKKDELRRKMMYMCYRNIEFFTKNSAFPKTTNGCSQAMAALQNLPQCSPDEIMSYAQKIFKILDEERDKVLTHIDHIFMDILTTCVETMCNEYKVTSDACMMTMYG.... Result: 0 (no interaction). (2) The miRNA is hsa-miR-3925-3p with sequence ACUCCAGUUUUAGUUCUCUUG. The protein sequence of the target gene is MGIAESTPDELPSDAEEQLRSGDQQLELSGRRLRRLPSAVCALSRLQKLYVSGTGLRELPEEIEELRELRILALDFNKLERLPDGLCRLPRLTRLYLGGNRLLALPADFAQLQSLRCLWIEGNFLRRFPRPLLRLVALQSLQMGDNRLRALPAELPRMTGLRGLWLYGNRFEEFPPALLRMGRLHILDLDRNRLGGFPDLHPLRALRVFSYDHNPVTGPPRVADTVFLVGEGAVERMAERDEPTPRPPPRRPARAFEDEEEEDLLIGGAGSRALGAPGGSFRALEAAPGLGT. Result: 0 (no interaction). (3) The miRNA is mmu-miR-302a-3p with sequence UAAGUGCUUCCAUGUUUUGGUGA. The protein sequence of the target gene is MDNVQPKIKHRPFCFSVKGHVKMLRLALTVTSMTFFIIAQAPEPYIVITGFEVTVILFFILLYVLRLDRLMKWLFWPLLDIINSLVTTVFMLIVSVLALIPETTTLTVGGGVFALVTAVCCLADGALIYRKLLFNPSGPYQKKPVHEKKEVL. Result: 0 (no interaction). (4) The miRNA is mmu-miR-143-3p with sequence UGAGAUGAAGCACUGUAGCUC. The protein sequence of the target gene is MAHCVTLVQLSVSCEHLIDKDIGSKSDPLCVLLQDVGGAWAELCRTERVRNCSSPEFSKTLQIEYHFETVQKLRFGIYDIDNKTPELGDDDFLGGAECSLGQIVSSQTLTLPLMLKPGKPAGRGTITVSAQELKDSRVVTMEVEARNLDKKDFLGKSDPFLEFFRQGDGKWQLAYRTEVVKNNLNPTWKRFSVSLQHFCGGDLSTPIQVRCSDYDSDGSHDLIGTFHTTLAQLQAVPAEFECVHPEKQQRKKNYRNSGTVRVKTCRVETEYSFLDYVMGGCQINFTVGVDFTGSNGDPSS.... Result: 0 (no interaction). (5) The miRNA is hsa-miR-519d-5p with sequence CCUCCAAAGGGAAGCGCUUUCUGUU. The protein sequence of the target gene is MFGDLFEEEYSTVSNNQYGKGKKLKTKALEPPAPREFTNLSGIRNQGGTCYLNSLLQTLHFTPEFREALFSLGPEELGLFEDKDKPDAKVRIIPLQLQRLFAQLLLLDQEAASTADLTDSFGWTSNEEMRQHDVQELNRILFSALETSLVGTSGHDLIYRLYHGTIVNQIVCKECKNVSERQEDFLDLTVAVKNVSGLEDALWNMYVEEEVFDCDNLYHCGTCDRLVKAAKSAKLRKLPPFLTVSLLRFNFDFVKCERYKETSCYTFPLRINLKPFCEQSELDDLEYIYDLFSVIIHKGG.... Result: 0 (no interaction). (6) The miRNA is hsa-miR-6807-5p with sequence GUGAGCCAGUGGAAUGGAGAGG. The protein sequence of the target gene is MAWTKYQLFLAGLMLVTGSINTLSAKWADNFMAEGCGGSKEHSFQHPFLQAVGMFLGEFSCLAAFYLLRCRAAGQSDSSVDPQQPFNPLLFLPPALCDMTGTSLMYVALNMTSASSFQMLRGAVIIFTGLFSVAFLGRRLVLSQWLGILATIAGLVVVGLADLLSKHDSQHKLSEVITGDLLIIMAQIIVAIQMVLEEKFVYKHNVHPLRAVGTEGLFGFVILSLLLVPMYYIPAGSFSGNPRGTLEDALDAFCQVGQQPLIAVALLGNISSIAFFNFAGISVTKELSATTRMVLDSLRT.... Result: 1 (interaction). (7) The miRNA is hsa-miR-501-3p with sequence AAUGCACCCGGGCAAGGAUUCU. The protein sequence of the target gene is MACARPLISVYSEKGESSGKNVTLPAVFKAPIRPDIVNFVHTNLRKNNRQPYAVSELAGHQTSAESWGTGRAVARIPRVRGGGTHRSGQGAFGNMCRGGRMFAPTKTWRRWHRRVNTTQKRYAICSALAASALPALVMSKGHRIEEVPELPLVVEDKVEGYKKTKEAVLLLKKLKAWNDIKKVYASQRMRAGKGKMRNRRRIQRRGPCIIYNEDNGIIKAFRNIPGITLLNVSKLNILKLAPGGHVGRFCIWTESAFRKLDELYGTWRKAASLKSNYNLPMHKMINTDLSRILKSPEIQR.... Result: 1 (interaction). (8) The miRNA is hsa-miR-641 with sequence AAAGACAUAGGAUAGAGUCACCUC. The protein sequence of the target gene is MAIEGGERTCGVHELICIRKVSPEAVGFLSAVGVFIILMLLLFLYINKKFCFENVGGFPDLGSEYSTRKNSQDKIYNSYMDKDEHGSSSESEDEALGKYHEALSRTHNSRLPLADSRQRNYAWETRQKYSPLSAEYDGYSSEASIDEGNCIQRMRRTPPLDELQPPPYQDDSGSPHLSCTPSEIGDSKCEFSHCSNSPRCSYNKCPSEGSTGHEIESFHNKGYEEDVPSDSTAVLSPEDMSAQGSSSQLPKPFDPEPEAKYGTLDVTFDYDSQEQKLLVTVTAVTDIPTYNRTGGNSWQV.... Result: 0 (no interaction). (9) The miRNA is mmu-miR-3071-5p with sequence ACUCAUUUGAGACGAUGAUGGA. The protein sequence of the target gene is MANPKLLGMGLSEAEAIGADSARFEELLLQASKELQQAQTTRPESTQIQPQPGFCIKTNSSEGKVFINICHSPSIPPPADVTEEELLQMLEEDQAGFRIPMSLGEPHAELDAKGQGCTAYDVAVNSDFYRRMQNSDFLRELVITIAREGLEDKYNLQLNPEWRMMKNRPFMGSISQQNIRSEQRPRIQELGDLYTPAPGRAESGPEKPHLNLWLEAPDLLLAEVDLPKLDGALGLSLEIGENRLVMGGPQQLYHLDAYIPLQINSHESKAAFHRKRKQLMVAMPLLPVPS. Result: 0 (no interaction). (10) The miRNA is mmu-miR-5112 with sequence UAGCUCAGCGGGAGAGCAC. The protein sequence of the target gene is MASKSWLNFLVFLCGSAIGFFLCSQLLSILLREEAAIQPNMLHNDPHARHSDDNGHSHLKGQMNFNADSSQHKDENIDVAENLYQKVKILCWVMTSPQNLEKKAKHVKATWAQRCNKVLFMSSEENQDFPTVGLKTKEGREQLYWKTIKAFQYVHDHYLEDADWFMKADDDTYVIVDNLRWLLSKYNPEQPIYFGRRFKPYVKQGYMSGGAGYVLSKEALRRFVNAFKTEKCTHSSSIEDLALGRCMEIINVEAGDSRDTIGKETFHPFVPEHHLIKGYLPKTFWYWNYNYYPPIEGPGC.... Result: 0 (no interaction).